Dataset: Catalyst prediction with 721,799 reactions and 888 catalyst types from USPTO. Task: Predict which catalyst facilitates the given reaction. (1) Reactant: [H-].[Al+3].[Li+].[H-].[H-].[H-].C[O:8][C:9](=O)[C:10]1[CH:15]=[CH:14][CH:13]=[CH:12][C:11]=1[S:16][CH2:17][CH3:18]. Product: [CH2:17]([S:16][C:11]1[CH:12]=[CH:13][CH:14]=[CH:15][C:10]=1[CH2:9][OH:8])[CH3:18]. The catalyst class is: 334. (2) Reactant: [CH2:1]([N:4]([CH2:17][CH2:18][CH3:19])[C:5]([C:7]1[CH:8]=[C:9]([CH:14]=[CH:15][CH:16]=1)[C:10]([O:12]C)=[O:11])=[O:6])[CH2:2][CH3:3].[Li+].[OH-]. Product: [CH2:17]([N:4]([CH2:1][CH2:2][CH3:3])[C:5]([C:7]1[CH:8]=[C:9]([CH:14]=[CH:15][CH:16]=1)[C:10]([OH:12])=[O:11])=[O:6])[CH2:18][CH3:19]. The catalyst class is: 20.